This data is from Peptide-MHC class II binding affinity with 134,281 pairs from IEDB. The task is: Regression. Given a peptide amino acid sequence and an MHC pseudo amino acid sequence, predict their binding affinity value. This is MHC class II binding data. (1) The peptide sequence is VEIFGITALIILS. The MHC is DRB1_1501 with pseudo-sequence DRB1_1501. The binding affinity (normalized) is 0.0311. (2) The peptide sequence is AFILDIDNLFPKV. The MHC is HLA-DQA10501-DQB10201 with pseudo-sequence HLA-DQA10501-DQB10201. The binding affinity (normalized) is 0.893. (3) The peptide sequence is KMDKLELKGMSYAMC. The MHC is DRB1_0101 with pseudo-sequence DRB1_0101. The binding affinity (normalized) is 0.490.